Dataset: Full USPTO retrosynthesis dataset with 1.9M reactions from patents (1976-2016). Task: Predict the reactants needed to synthesize the given product. (1) Given the product [CH2:13]([O:12][C:1]1[CH:3]=[C:4]2[C:5](=[C:10]([NH2:11])[N:2]=1)[N:6]=[CH:7][CH:8]=[CH:9]2)[CH3:14], predict the reactants needed to synthesize it. The reactants are: [C:1]([CH2:3][C:4]1[C:5]([C:10]#[N:11])=[N:6][CH:7]=[CH:8][CH:9]=1)#[N:2].[O-:12][CH2:13][CH3:14].[Na+]. (2) Given the product [C:12]([O:16][C:17](=[O:18])[NH:8][C:5]1[CH:6]=[CH:7][C:2]([Br:1])=[CH:3][C:4]=1[N+:9]([O-:11])=[O:10])([CH3:15])([CH3:14])[CH3:13], predict the reactants needed to synthesize it. The reactants are: [Br:1][C:2]1[CH:7]=[CH:6][C:5]([NH2:8])=[C:4]([N+:9]([O-:11])=[O:10])[CH:3]=1.[C:12]([O:16][C:17](O[C:17]([O:16][C:12]([CH3:15])([CH3:14])[CH3:13])=[O:18])=[O:18])([CH3:15])([CH3:14])[CH3:13].N. (3) Given the product [Br:1][C:2]1[CH:3]=[C:4]2[C:9](=[CH:10][CH:11]=1)[C:8](=[O:12])[N:7]([CH2:33][C:34]1([CH2:37][O:38][Si:39]([C:42]([CH3:45])([CH3:44])[CH3:43])([CH3:41])[CH3:40])[CH2:35][CH2:36]1)[CH:6]=[C:5]2[S:13][CH2:14][C@H:15]1[CH2:20][CH2:19][CH2:18][N:17]([C:21]([O:23][C:24]([CH3:27])([CH3:26])[CH3:25])=[O:22])[CH2:16]1, predict the reactants needed to synthesize it. The reactants are: [Br:1][C:2]1[CH:3]=[C:4]2[C:9](=[CH:10][CH:11]=1)[C:8](=[O:12])[NH:7][CH:6]=[C:5]2[S:13][CH2:14][C@H:15]1[CH2:20][CH2:19][CH2:18][N:17]([C:21]([O:23][C:24]([CH3:27])([CH3:26])[CH3:25])=[O:22])[CH2:16]1.CS(O[CH2:33][C:34]1([CH2:37][O:38][Si:39]([C:42]([CH3:45])([CH3:44])[CH3:43])([CH3:41])[CH3:40])[CH2:36][CH2:35]1)(=O)=O.